Dataset: Catalyst prediction with 721,799 reactions and 888 catalyst types from USPTO. Task: Predict which catalyst facilitates the given reaction. (1) Reactant: [Cl:1][C:2]1[CH:7]=[CH:6][CH:5]=[CH:4][C:3]=1[C:8]1[C:9]([CH2:20][C:21]([O:23][CH3:24])=[O:22])=[C:10]([C:13]2[CH:18]=[CH:17][C:16]([OH:19])=[CH:15][CH:14]=2)[S:11][CH:12]=1.[NH:25]1[CH:29]=[C:28]([CH2:30][CH2:31]O)[CH:27]=[N:26]1.C1C=CC(P(C2C=CC=CC=2)C2C=CC=CC=2)=CC=1.N(C(OCC)=O)=NC(OCC)=O. Product: [Cl:1][C:2]1[CH:7]=[CH:6][CH:5]=[CH:4][C:3]=1[C:8]1[C:9]([CH2:20][C:21]([O:23][CH3:24])=[O:22])=[C:10]([C:13]2[CH:18]=[CH:17][C:16]([O:19][CH2:31][CH2:30][C:28]3[CH:29]=[N:25][NH:26][CH:27]=3)=[CH:15][CH:14]=2)[S:11][CH:12]=1. The catalyst class is: 1. (2) Reactant: [CH2:1]([N:8](C)[CH2:9][CH2:10][CH:11]([CH2:24][N:25](CC1C=CC=CC=1)[CH3:26])[CH2:12][CH2:13][CH2:14][N:15](CC1C=CC=CC=1)[CH3:16])C1C=CC=CC=1.[H][H]. Product: [CH3:1][NH:8][CH2:9][CH2:10][CH:11]([CH2:24][NH:25][CH3:26])[CH2:12][CH2:13][CH2:14][NH:15][CH3:16]. The catalyst class is: 45. (3) Reactant: [NH2:1][C:2]1[N:3]([CH3:25])[C:4](=[O:24])[C:5]([C:17]2[CH:22]=[CH:21][CH:20]=[C:19](Br)[CH:18]=2)([C:7]2[CH:12]=[CH:11][CH:10]=[C:9]([Si:13]([CH3:16])([CH3:15])[CH3:14])[CH:8]=2)[N:6]=1.C([Sn](CCCC)(CCCC)[C:31]1[CH:36]=[N:35][CH:34]=[CH:33][N:32]=1)CCC. Product: [NH2:1][C:2]1[N:3]([CH3:25])[C:4](=[O:24])[C:5]([C:17]2[CH:22]=[CH:21][CH:20]=[C:19]([C:31]3[CH:36]=[N:35][CH:34]=[CH:33][N:32]=3)[CH:18]=2)([C:7]2[CH:12]=[CH:11][CH:10]=[C:9]([Si:13]([CH3:16])([CH3:15])[CH3:14])[CH:8]=2)[N:6]=1. The catalyst class is: 339. (4) Reactant: [C:1]([CH:3]1[CH2:6][N:5]([C:7](=[O:43])[C@H:8]([NH:10][C:11]([C:13]2[C:21]3[C:16](=[N:17][CH:18]=[C:19]([C:22]4[C:30]5[C:25](=[CH:26][C:27]([Cl:31])=[CH:28][CH:29]=5)[N:24]([CH2:32][CH2:33][CH3:34])[N:23]=4)[N:20]=3)[N:15](COCC[Si](C)(C)C)[CH:14]=2)=[O:12])[CH3:9])[CH2:4]1)#[N:2].C(O)(C(F)(F)F)=O. Product: [C:1]([CH:3]1[CH2:4][N:5]([C:7](=[O:43])[C@H:8]([NH:10][C:11]([C:13]2[C:21]3[C:16](=[N:17][CH:18]=[C:19]([C:22]4[C:30]5[C:25](=[CH:26][C:27]([Cl:31])=[CH:28][CH:29]=5)[N:24]([CH2:32][CH2:33][CH3:34])[N:23]=4)[N:20]=3)[NH:15][CH:14]=2)=[O:12])[CH3:9])[CH2:6]1)#[N:2]. The catalyst class is: 2. (5) Reactant: Cl[C:2]1[N:9]=[C:8]([CH3:10])[CH:7]=[CH:6][C:3]=1[C:4]#[N:5].[C:11]([O:15][CH2:16][CH3:17])(=[O:14])[CH2:12][SH:13].[O-]CC.[Na+].O. Product: [NH2:5][C:4]1[C:3]2[C:2](=[N:9][C:8]([CH3:10])=[CH:7][CH:6]=2)[S:13][C:12]=1[C:11]([O:15][CH2:16][CH3:17])=[O:14]. The catalyst class is: 3. (6) Reactant: [N:1]1[CH:6]=[CH:5][C:4]([CH:7]([C:9]2[C:18]3[C:13](=[CH:14][CH:15]=[CH:16][CH:17]=3)[C:12](=O)[NH:11][N:10]=2)[CH3:8])=[CH:3][CH:2]=1.O=P12OP3(OP(OP(O3)(O1)=O)(=O)O2)=O.Cl.C(N(CC)CC)C.[Cl:42][C:43]1[CH:49]=[CH:48][C:46]([NH2:47])=[CH:45][CH:44]=1. Product: [Cl:42][C:43]1[CH:49]=[CH:48][C:46]([NH:47][C:12]2[C:13]3[C:18](=[CH:17][CH:16]=[CH:15][CH:14]=3)[C:9]([CH:7]([C:4]3[CH:5]=[CH:6][N:1]=[CH:2][CH:3]=3)[CH3:8])=[N:10][N:11]=2)=[CH:45][CH:44]=1. The catalyst class is: 98. (7) Reactant: Cl[S:2]([C:5]1[CH:6]=[CH:7][C:8]([F:14])=[C:9]([CH:13]=1)[C:10]([OH:12])=[O:11])(=[O:4])=[O:3].[OH-].[Na+].[CH2:17]([NH2:19])[CH3:18].Cl. Product: [CH2:17]([NH:19][S:2]([C:5]1[CH:6]=[CH:7][C:8]([F:14])=[C:9]([CH:13]=1)[C:10]([OH:12])=[O:11])(=[O:4])=[O:3])[CH3:18]. The catalyst class is: 577. (8) The catalyst class is: 2. Reactant: CC([N:5]([CH:9]([C:29]1[CH:34]=[CH:33][CH:32]=[C:31]([CH3:35])[CH:30]=1)[CH2:10][CH2:11][N:12]1[C:17](=[O:18])[C:16]2=[CH:19][N:20]=[C:21]([CH:22]3[CH2:27][CH2:26][O:25][CH2:24][CH2:23]3)[N:15]2[N:14]=[C:13]1[Cl:28])C(=O)[O-])(C)C.C(O)(C(F)(F)F)=O. Product: [NH2:5][CH:9]([C:29]1[CH:34]=[CH:33][CH:32]=[C:31]([CH3:35])[CH:30]=1)[CH2:10][CH2:11][N:12]1[C:17](=[O:18])[C:16]2=[CH:19][N:20]=[C:21]([CH:22]3[CH2:23][CH2:24][O:25][CH2:26][CH2:27]3)[N:15]2[N:14]=[C:13]1[Cl:28]. (9) Reactant: [CH3:1][O:2][C:3]1[CH:8]=[CH:7][C:6]([CH2:9][CH2:10][C:11]([OH:13])=O)=[CH:5][CH:4]=1.Cl.CN(C)CCCN=C=NCC.O.OC1C2N=NNC=2C=CC=1.C(N(CC)CC)C.[CH3:44][C:45]1[N:46]=[C:47]([NH2:55])[C:48]2[CH:53]=[C:52]([CH3:54])[S:51][C:49]=2[N:50]=1. Product: [CH3:1][O:2][C:3]1[CH:4]=[CH:5][C:6]([CH2:9][CH2:10][C:11]([NH:55][C:47]2[C:48]3[CH:53]=[C:52]([CH3:54])[S:51][C:49]=3[N:50]=[C:45]([CH3:44])[N:46]=2)=[O:13])=[CH:7][CH:8]=1. The catalyst class is: 46.